This data is from Full USPTO retrosynthesis dataset with 1.9M reactions from patents (1976-2016). The task is: Predict the reactants needed to synthesize the given product. Given the product [CH3:18][O:17][C:13]1[CH:12]=[C:11]([CH:16]=[CH:15][CH:14]=1)[CH2:10][NH:9][C:7]([C:5]1[S:6][C:2]([C:22]2[CH:23]=[CH:24][N:19]=[CH:20][CH:21]=2)=[CH:3][CH:4]=1)=[O:8], predict the reactants needed to synthesize it. The reactants are: Br[C:2]1[S:6][C:5]([C:7]([NH:9][CH2:10][C:11]2[CH:16]=[CH:15][CH:14]=[C:13]([O:17][CH3:18])[CH:12]=2)=[O:8])=[CH:4][CH:3]=1.[N:19]1[CH:24]=[CH:23][C:22](B(O)O)=[CH:21][CH:20]=1.C(=O)([O-])[O-].[Na+].[Na+].COCCOC.